Dataset: Reaction yield outcomes from USPTO patents with 853,638 reactions. Task: Predict the reaction yield, written as a fraction of the theoretical maximum amount of product (1.0 means a 100% yield; for example, 0.34 means a 34% yield). (1) The reactants are [H-].[Na+].[Si:3]([O:10][CH:11]1[CH2:14][N:13]([CH2:15][C@H:16]([OH:27])[C:17]([NH:19][C:20]2[CH:25]=[CH:24][C:23]([F:26])=[CH:22][N:21]=2)=[O:18])[CH2:12]1)([C:6]([CH3:9])([CH3:8])[CH3:7])([CH3:5])[CH3:4].Cl[C:29]1[N:34]=[CH:33][N:32]=[C:31]2[N:35]([C:38]3[CH:43]=[CH:42][CH:41]=[CH:40][C:39]=3[Cl:44])[N:36]=[CH:37][C:30]=12.C(O)(=O)CC(CC(O)=O)(C(O)=O)O. The catalyst is C1COCC1.O.CCOC(C)=O. The product is [Si:3]([O:10][CH:11]1[CH2:12][N:13]([CH2:15][C@H:16]([O:27][C:29]2[N:34]=[CH:33][N:32]=[C:31]3[N:35]([C:38]4[CH:43]=[CH:42][CH:41]=[CH:40][C:39]=4[Cl:44])[N:36]=[CH:37][C:30]=23)[C:17]([NH:19][C:20]2[CH:25]=[CH:24][C:23]([F:26])=[CH:22][N:21]=2)=[O:18])[CH2:14]1)([C:6]([CH3:9])([CH3:7])[CH3:8])([CH3:5])[CH3:4]. The yield is 0.880. (2) The reactants are [CH2:1]([O:3][C:4](=[O:14])[CH2:5][C:6]1[CH:11]=[CH:10][CH:9]=[C:8]([CH2:12]Br)[CH:7]=1)[CH3:2].C(=O)([O-])[O-:16].[Ca+2]. The catalyst is O.O1CCOCC1. The product is [CH2:1]([O:3][C:4](=[O:14])[CH2:5][C:6]1[CH:11]=[CH:10][CH:9]=[C:8]([CH2:12][OH:16])[CH:7]=1)[CH3:2]. The yield is 0.870. (3) The reactants are CC[N:3](C1C=CC=CC=1)CC.[NH:12]1[C:20]2[C:15](=[CH:16][CH:17]=[CH:18][CH:19]=2)[CH:14]=[C:13]1[C:21]([OH:23])=O.Cl.CN(C)CCCN=C=NCC.OS1C2C=CC=CC=2N=C1. The catalyst is C1COCC1. The product is [NH:12]1[C:20]2[C:15](=[CH:16][CH:17]=[CH:18][CH:19]=2)[CH:14]=[C:13]1[C:21]([NH2:3])=[O:23]. The yield is 0.870. (4) The reactants are [Cl-].O[NH3+:3].[C:4](=[O:7])([O-])[OH:5].[Na+].CS(C)=O.[CH3:13][C:14]1([CH3:48])[CH2:19][CH:18]([N:20]2[C:25](=[O:26])[C:24]([CH2:27][C:28]3[CH:33]=[CH:32][C:31]([C:34]4[C:35]([C:40]#[N:41])=[CH:36][CH:37]=[CH:38][CH:39]=4)=[CH:30][CH:29]=3)=[C:23]([CH2:42][CH2:43][CH3:44])[N:22]3[N:45]=[CH:46][N:47]=[C:21]23)[CH2:17][CH2:16][O:15]1. The catalyst is C(OCC)(=O)C. The product is [CH3:48][C:14]1([CH3:13])[CH2:19][CH:18]([N:20]2[C:25](=[O:26])[C:24]([CH2:27][C:28]3[CH:29]=[CH:30][C:31]([C:34]4[CH:39]=[CH:38][CH:37]=[CH:36][C:35]=4[C:40]4[NH:3][C:4](=[O:7])[O:5][N:41]=4)=[CH:32][CH:33]=3)=[C:23]([CH2:42][CH2:43][CH3:44])[N:22]3[N:45]=[CH:46][N:47]=[C:21]23)[CH2:17][CH2:16][O:15]1. The yield is 0.540. (5) The reactants are [O:1]1[CH2:5][CH2:4][CH:3]([O:6][C:7]2[CH:15]=[C:14]3[C:10]([CH:11]=[CH:12][NH:13]3)=[CH:9][CH:8]=2)[CH2:2]1.[CH3:16][C:17]1[C:22](/[CH:23]=[CH:24]/[N+:25]([O-:27])=[O:26])=[CH:21][CH:20]=[CH:19][C:18]=1[NH:28][C:29](=[O:38])[O:30][CH2:31][C:32]1[CH:37]=[CH:36][CH:35]=[CH:34][CH:33]=1. The catalyst is C1COCC1. The product is [CH3:16][C:17]1[C:22]([CH:23]([C:11]2[C:10]3[C:14](=[CH:15][C:7]([O:6][CH:3]4[CH2:4][CH2:5][O:1][CH2:2]4)=[CH:8][CH:9]=3)[NH:13][CH:12]=2)[CH2:24][N+:25]([O-:27])=[O:26])=[CH:21][CH:20]=[CH:19][C:18]=1[NH:28][C:29](=[O:38])[O:30][CH2:31][C:32]1[CH:33]=[CH:34][CH:35]=[CH:36][CH:37]=1. The yield is 0.463.